This data is from Catalyst prediction with 721,799 reactions and 888 catalyst types from USPTO. The task is: Predict which catalyst facilitates the given reaction. (1) Reactant: [H-].[H-].[H-].[H-].[Li+].[Al+3].[CH2:7]([O:14][C:15]1[CH:20]=[CH:19][C:18]([CH:21]=[C:22]([N+:24]([O-])=O)[CH3:23])=[CH:17][C:16]=1[O:27][CH3:28])[C:8]1[CH:13]=[CH:12][CH:11]=[CH:10][CH:9]=1.O.[OH-].[Na+]. Product: [CH2:7]([O:14][C:15]1[CH:20]=[CH:19][C:18]([CH2:21][CH:22]([NH2:24])[CH3:23])=[CH:17][C:16]=1[O:27][CH3:28])[C:8]1[CH:13]=[CH:12][CH:11]=[CH:10][CH:9]=1. The catalyst class is: 1. (2) Reactant: Cl.[NH2:2][C:3]1[CH:8]=[CH:7][C:6]([OH:9])=[CH:5][C:4]=1[OH:10].[CH:11](OCC)(OCC)OCC.S(=O)(=O)(O)O.C(O)C. Product: [OH:9][C:6]1[CH:7]=[CH:8][C:3]2[N:2]=[CH:11][O:10][C:4]=2[CH:5]=1. The catalyst class is: 195. (3) Reactant: C[Sn](C)(C)[C:3]1[O:7][C:6]([CH:8]=[O:9])=[CH:5][CH:4]=1.[OH:12][C:13]1[CH:22]=[CH:21][C:20](Br)=[CH:19][C:14]=1[C:15]([O:17][CH3:18])=[O:16].[CH3:24]N(C)C=O. Product: [CH3:18][O:17][C:15](=[O:16])[C:14]1[CH:19]=[C:20]([C:3]2[O:7][C:6]([CH:8]=[O:9])=[CH:5][CH:4]=2)[CH:21]=[C:22]([CH3:24])[C:13]=1[OH:12]. The catalyst class is: 73.